From a dataset of Forward reaction prediction with 1.9M reactions from USPTO patents (1976-2016). Predict the product of the given reaction. (1) Given the reactants [Cl:1][C:2]1[S:32][C:5]2[C:6]3([CH2:16][CH2:15][N:14]([CH2:17][C:18]4[C:19]([CH3:31])=[N:20][N:21]([C:23]5[N:30]=[CH:29][CH:28]=[CH:27][C:24]=5[CH:25]=[O:26])[CH:22]=4)[CH2:13][CH2:12]3)[O:7][CH2:8][C:9]([F:11])([F:10])[C:4]=2[CH:3]=1.C(=O)([O-])[O-].[K+].[K+].C1(C)C=CC(S([CH2:48][N+:49]#[C-:50])(=O)=O)=CC=1, predict the reaction product. The product is: [Cl:1][C:2]1[S:32][C:5]2[C:6]3([CH2:12][CH2:13][N:14]([CH2:17][C:18]4[C:19]([CH3:31])=[N:20][N:21]([C:23]5[C:24]([C:25]6[O:26][CH:50]=[N:49][CH:48]=6)=[CH:27][CH:28]=[CH:29][N:30]=5)[CH:22]=4)[CH2:15][CH2:16]3)[O:7][CH2:8][C:9]([F:11])([F:10])[C:4]=2[CH:3]=1. (2) Given the reactants [CH3:1][C:2]1[C:3]([C:18]([O:20]C)=[O:19])=[CH:4][S:5][C:6]=1[CH:7]1[CH2:11][CH2:10][CH2:9][N:8]1[CH:12]1[CH2:17][CH2:16][O:15][CH2:14][CH2:13]1.[OH-].[Na+], predict the reaction product. The product is: [CH3:1][C:2]1[C:3]([C:18]([OH:20])=[O:19])=[CH:4][S:5][C:6]=1[CH:7]1[CH2:11][CH2:10][CH2:9][N:8]1[CH:12]1[CH2:17][CH2:16][O:15][CH2:14][CH2:13]1. (3) Given the reactants [Cl:1][C:2]1[CH:7]=[CH:6][C:5]([NH:8][C:9](=[O:22])[C:10]2[CH:15]=[CH:14][C:13]([N:16]3[CH2:21][CH2:20][NH:19][CH2:18][CH2:17]3)=[N:12][CH:11]=2)=[CH:4][C:3]=1[NH:23][C:24](=[O:32])[C:25]1[CH:30]=[CH:29][C:28]([F:31])=[CH:27][CH:26]=1.[C:33](Cl)(=[O:36])[CH2:34][CH3:35], predict the reaction product. The product is: [F:31][C:28]1[CH:29]=[CH:30][C:25]([C:24]([NH:23][C:3]2[CH:4]=[C:5]([NH:8][C:9]([C:10]3[CH:11]=[N:12][C:13]([N:16]4[CH2:17][CH2:18][N:19]([C:33](=[O:36])[CH2:34][CH3:35])[CH2:20][CH2:21]4)=[CH:14][CH:15]=3)=[O:22])[CH:6]=[CH:7][C:2]=2[Cl:1])=[O:32])=[CH:26][CH:27]=1. (4) Given the reactants C(OC(=O)[NH:7][C:8]1([C:47]2[CH:52]=[CH:51][CH:50]=[CH:49][CH:48]=2)[CH2:13][CH2:12][N:11]([C:14]([C:16]2[C:17]3[C:39]([CH3:40])=[N:38][N:37](C4CCCCO4)[C:18]=3[N:19]=[C:20]([C:22]3[CH:27]=[CH:26][C:25]([O:28]CC4C=CC=CC=4)=[CH:24][C:23]=3[F:36])[CH:21]=2)=[O:15])[CH2:10][CH2:9]1)(C)(C)C, predict the reaction product. The product is: [NH2:7][C:8]1([C:47]2[CH:52]=[CH:51][CH:50]=[CH:49][CH:48]=2)[CH2:13][CH2:12][N:11]([C:14]([C:16]2[CH:21]=[C:20]([C:22]3[CH:27]=[CH:26][C:25]([OH:28])=[CH:24][C:23]=3[F:36])[N:19]=[C:18]3[NH:37][N:38]=[C:39]([CH3:40])[C:17]=23)=[O:15])[CH2:10][CH2:9]1. (5) The product is: [CH3:1][O:2][C:3](=[O:17])[CH2:4][C:5]1[C:14]([Cl:15])=[CH:13][CH:12]=[C:11]2[C:6]=1[CH:7]=[C:8]([CH2:16][Br:18])[N:9]=[CH:10]2. Given the reactants [CH3:1][O:2][C:3](=[O:17])[CH2:4][C:5]1[C:14]([Cl:15])=[CH:13][CH:12]=[C:11]2[C:6]=1[CH:7]=[C:8]([CH3:16])[N:9]=[CH:10]2.[Br:18]N1C(=O)CCC1=O, predict the reaction product. (6) Given the reactants [CH:1]1([C@@H:4]([NH2:6])[CH3:5])[CH2:3][CH2:2]1.Cl[C:8]1[CH:13]=[C:12]([C:14]2[CH:19]=[CH:18][CH:17]=[C:16]([Cl:20])[C:15]=2[Cl:21])[N:11]=[C:10]([NH2:22])[N:9]=1, predict the reaction product. The product is: [CH:1]1([C@@H:4]([NH:6][C:8]2[CH:13]=[C:12]([C:14]3[CH:19]=[CH:18][CH:17]=[C:16]([Cl:20])[C:15]=3[Cl:21])[N:11]=[C:10]([NH2:22])[N:9]=2)[CH3:5])[CH2:3][CH2:2]1. (7) Given the reactants [C:1]([C:5]1[CH:10]=[CH:9][C:8]([CH2:11][C:12](=O)[CH3:13])=[C:7]([C:15](=O)[C:16]2[CH:21]=[CH:20][C:19]([Cl:22])=[CH:18][CH:17]=2)[CH:6]=1)([CH3:4])([CH3:3])[CH3:2].O.[NH2:25][NH2:26].O.[OH-].[Na+], predict the reaction product. The product is: [C:1]([C:5]1[CH:10]=[CH:9][C:8]2[CH2:11][C:12]([CH3:13])=[N:25][N:26]=[C:15]([C:16]3[CH:21]=[CH:20][C:19]([Cl:22])=[CH:18][CH:17]=3)[C:7]=2[CH:6]=1)([CH3:4])([CH3:3])[CH3:2]. (8) The product is: [C:9]1([C:5]2[CH:6]=[CH:7][C:2]([NH2:1])=[N:3][CH:4]=2)[CH:14]=[CH:13][CH:12]=[CH:11][CH:10]=1. Given the reactants [NH2:1][C:2]1[CH:7]=[CH:6][C:5](Br)=[CH:4][N:3]=1.[C:9]1(B(O)O)[CH:14]=[CH:13][CH:12]=[CH:11][CH:10]=1.COCCOC.C(=O)([O-])[O-].[Na+].[Na+], predict the reaction product. (9) Given the reactants [C:1]1([CH3:13])[CH:6]=[CH:5][CH:4]=[C:3](/[CH:7]=[CH:8]/[C:9]([O:11][CH3:12])=[O:10])[CH:2]=1.C(O)(=[O:23])C=CC1C=CC=CC=1, predict the reaction product. The product is: [OH:23][C@H:8]([CH2:7][C:3]1[CH:2]=[C:1]([CH3:13])[CH:6]=[CH:5][CH:4]=1)[C:9]([O:11][CH3:12])=[O:10].